This data is from NCI-60 drug combinations with 297,098 pairs across 59 cell lines. The task is: Regression. Given two drug SMILES strings and cell line genomic features, predict the synergy score measuring deviation from expected non-interaction effect. Drug 1: CC1=C(C=C(C=C1)C(=O)NC2=CC(=CC(=C2)C(F)(F)F)N3C=C(N=C3)C)NC4=NC=CC(=N4)C5=CN=CC=C5. Drug 2: C1CCC(C(C1)N)N.C(=O)(C(=O)[O-])[O-].[Pt+4]. Cell line: ACHN. Synergy scores: CSS=18.0, Synergy_ZIP=-6.28, Synergy_Bliss=0.218, Synergy_Loewe=-11.4, Synergy_HSA=-3.40.